From a dataset of Catalyst prediction with 721,799 reactions and 888 catalyst types from USPTO. Predict which catalyst facilitates the given reaction. The catalyst class is: 42. Product: [CH2:1]([C:4]1[C:5]([O:17][CH3:18])=[CH:6][CH:7]=[C:8]2[C:13]=1[O:12][C:11]([CH3:14])([CH3:15])[CH2:10][C:9]2=[O:16])[CH:2]=[CH2:3]. Reactant: [CH2:1]([C:4]1[C:5]([OH:17])=[CH:6][CH:7]=[C:8]2[C:13]=1[O:12][C:11]([CH3:15])([CH3:14])[CH2:10][C:9]2=[O:16])[CH:2]=[CH2:3].[C:18](=O)([O-])[O-].[K+].[K+].IC.